This data is from Full USPTO retrosynthesis dataset with 1.9M reactions from patents (1976-2016). The task is: Predict the reactants needed to synthesize the given product. (1) Given the product [CH2:29]([N:3]1[C:2](=[O:1])[C:7]([CH2:8][C:9]2[CH:10]=[CH:11][C:12]([C:15]3[C:16]([C:21]#[N:22])=[CH:17][CH:18]=[CH:19][CH:20]=3)=[CH:13][CH:14]=2)=[C:6]([CH2:23][CH2:24][CH3:25])[N:5]2[N:26]=[CH:27][N:28]=[C:4]12)[CH3:30], predict the reactants needed to synthesize it. The reactants are: [O:1]=[C:2]1[C:7]([CH2:8][C:9]2[CH:14]=[CH:13][C:12]([C:15]3[C:16]([C:21]#[N:22])=[CH:17][CH:18]=[CH:19][CH:20]=3)=[CH:11][CH:10]=2)=[C:6]([CH2:23][CH2:24][CH3:25])[N:5]2[N:26]=[CH:27][N:28]=[C:4]2[NH:3]1.[CH2:29](I)[CH3:30].C(=O)([O-])[O-].[K+].[K+].CN(C)C=O. (2) Given the product [CH3:26][N:23]1[CH2:24][CH2:25][N:20]([CH2:19][CH2:18][N:4]2[C:5]3[N:6]=[N:7][C:8]([C:12]4[CH:17]=[CH:16][CH:15]=[CH:14][CH:13]=4)=[C:9]([OH:11])[C:10]=3[C:2]([N:27]3[CH2:31][CH2:30][CH2:29][CH2:28]3)=[N:3]2)[CH2:21][CH2:22]1, predict the reactants needed to synthesize it. The reactants are: I[C:2]1[C:10]2[C:9]([OH:11])=[C:8]([C:12]3[CH:17]=[CH:16][CH:15]=[CH:14][CH:13]=3)[N:7]=[N:6][C:5]=2[N:4]([CH2:18][CH2:19][N:20]2[CH2:25][CH2:24][N:23]([CH3:26])[CH2:22][CH2:21]2)[N:3]=1.[NH:27]1[CH2:31][CH2:30][CH2:29][CH2:28]1.CC(C)([O-])C.[Na+].